The task is: Predict which catalyst facilitates the given reaction.. This data is from Catalyst prediction with 721,799 reactions and 888 catalyst types from USPTO. (1) Reactant: [Cl:1][C:2]1[CH:11]=[CH:10][C:9]2[N:8]=[CH:7][C:6]3[NH:12][C:13](=[O:26])[N:14]([C:15]4[CH:20]=[CH:19][C:18]([C:21]([CH3:25])([CH3:24])[C:22]#[N:23])=[CH:17][CH:16]=4)[C:5]=3[C:4]=2[CH:3]=1.C(N(CC)CC)C.[CH3:34][C:35]1[CH:36]=[C:37]([S:41](Cl)(=[O:43])=[O:42])[CH:38]=[CH:39][CH:40]=1.O. Product: [Cl:1][C:2]1[CH:11]=[CH:10][C:9]2[N:8]=[CH:7][C:6]3[N:12]([S:41]([C:37]4[CH:36]=[C:35]([CH3:34])[CH:40]=[CH:39][CH:38]=4)(=[O:43])=[O:42])[C:13](=[O:26])[N:14]([C:15]4[CH:20]=[CH:19][C:18]([C:21]([CH3:24])([CH3:25])[C:22]#[N:23])=[CH:17][CH:16]=4)[C:5]=3[C:4]=2[CH:3]=1. The catalyst class is: 4. (2) Reactant: [Cl:1][C:2]1[CH:3]=[CH:4][C:5]2[N:6]([C:8]([C:29]3[CH:34]=[CH:33][CH:32]=[CH:31][CH:30]=3)=[C:9]([C:11]3[CH:16]=[CH:15][C:14]([C:17]4([NH:21]C(=O)OC(C)(C)C)[CH2:20][CH2:19][CH2:18]4)=[CH:13][CH:12]=3)[N:10]=2)[N:7]=1.C(Cl)Cl.Cl.[OH-].[Na+]. Product: [Cl:1][C:2]1[CH:3]=[CH:4][C:5]2[N:6]([C:8]([C:29]3[CH:30]=[CH:31][CH:32]=[CH:33][CH:34]=3)=[C:9]([C:11]3[CH:12]=[CH:13][C:14]([C:17]4([NH2:21])[CH2:18][CH2:19][CH2:20]4)=[CH:15][CH:16]=3)[N:10]=2)[N:7]=1. The catalyst class is: 5. (3) Reactant: [CH2:1]([O:3][C:4](=[O:26])[NH:5][C:6]1[C:7]([N+:23]([O-])=O)=[C:8]2[C:12](=[CH:13][CH:14]=1)[CH:11]([NH:15][C:16]1[CH:21]=[CH:20][C:19]([F:22])=[CH:18][CH:17]=1)[CH2:10][CH2:9]2)[CH3:2]. Product: [CH2:1]([O:3][C:4](=[O:26])[NH:5][C:6]1[C:7]([NH2:23])=[C:8]2[C:12](=[CH:13][CH:14]=1)[CH:11]([NH:15][C:16]1[CH:17]=[CH:18][C:19]([F:22])=[CH:20][CH:21]=1)[CH2:10][CH2:9]2)[CH3:2]. The catalyst class is: 94. (4) Reactant: [C:1]([O:5][C:6](=[O:27])[NH:7][C:8]1[CH:13]=[CH:12][CH:11]=[CH:10][C:9]=1[NH:14][C:15](=[O:26])[C:16]1[CH:21]=[CH:20][C:19]([CH:22](N)[CH2:23][OH:24])=[CH:18][CH:17]=1)([CH3:4])([CH3:3])[CH3:2].[CH3:28][O:29][C:30]1[CH:31]=[C:32]([CH:36]=[CH:37][C:38]=1[O:39][CH3:40])[C:33](Cl)=[O:34].CC[N:43](CC)CC.[NH4+].[Cl-]. Product: [C:1]([O:5][C:6](=[O:27])[NH:7][C:8]1[CH:13]=[CH:12][CH:11]=[CH:10][C:9]=1[NH:14][C:15](=[O:26])[C:16]1[CH:21]=[CH:20][C:19]([CH2:22][CH:23]([NH:43][C:33](=[O:34])[C:32]2[CH:36]=[CH:37][C:38]([O:39][CH3:40])=[C:30]([O:29][CH3:28])[CH:31]=2)[OH:24])=[CH:18][CH:17]=1)([CH3:4])([CH3:2])[CH3:3]. The catalyst class is: 2. (5) Reactant: CC1C=CC(S(O[CH2:12][CH:13]2[O:18][C:17]3[CH:19]=[C:20]([F:24])[CH:21]=[C:22]([F:23])[C:16]=3[O:15][CH2:14]2)(=O)=O)=CC=1.[NH:25]1[CH2:30][CH2:29][CH2:28][CH2:27][CH2:26]1. Product: [F:23][C:22]1[C:16]2[O:15][CH2:14][CH:13]([CH2:12][N:25]3[CH2:30][CH2:29][CH2:28][CH2:27][CH2:26]3)[O:18][C:17]=2[CH:19]=[C:20]([F:24])[CH:21]=1. The catalyst class is: 10. (6) Reactant: [Cl:1][C:2]1[N:7]=[C:6](S(C)(=O)=O)[N:5]=[C:4]([NH:12][CH:13]([CH3:15])[CH3:14])[C:3]=1[C:16]1[C:21]([F:22])=[CH:20][C:19]([F:23])=[CH:18][C:17]=1[F:24].O.[NH2:26][NH2:27]. Product: [Cl:1][C:2]1[N:7]=[C:6]([NH:26][NH2:27])[N:5]=[C:4]([NH:12][CH:13]([CH3:15])[CH3:14])[C:3]=1[C:16]1[C:21]([F:22])=[CH:20][C:19]([F:23])=[CH:18][C:17]=1[F:24]. The catalyst class is: 8. (7) Reactant: Cl[C:2]1[CH:7]=[C:6]([O:8][CH:9]([C:14]2[CH:19]=[CH:18][C:17]([C:20]3[CH:25]=[CH:24][CH:23]=[C:22]([F:26])[CH:21]=3)=[CH:16][CH:15]=2)[C:10]([F:13])([F:12])[F:11])[N:5]=[C:4]([NH2:27])[N:3]=1.CC1(C)C(C)(C)OB([C:36]2[CH:68]=[CH:67][C:39]([O:40][CH2:41][C@H:42]([NH:47][C:48]([C:61]3[CH:66]=[CH:65][CH:64]=[CH:63][CH:62]=3)([C:55]3[CH:60]=[CH:59][CH:58]=[CH:57][CH:56]=3)[C:49]3[CH:54]=[CH:53][CH:52]=[CH:51][CH:50]=3)[C:43]([O:45][CH3:46])=[O:44])=[CH:38][CH:37]=2)O1.C([O-])([O-])=O.[Na+].[Na+].C(O)C. Product: [NH2:27][C:4]1[N:3]=[C:2]([C:36]2[CH:68]=[CH:67][C:39]([O:40][CH2:41][C@H:42]([NH:47][C:48]([C:55]3[CH:60]=[CH:59][CH:58]=[CH:57][CH:56]=3)([C:49]3[CH:50]=[CH:51][CH:52]=[CH:53][CH:54]=3)[C:61]3[CH:66]=[CH:65][CH:64]=[CH:63][CH:62]=3)[C:43]([O:45][CH3:46])=[O:44])=[CH:38][CH:37]=2)[CH:7]=[C:6]([O:8][CH:9]([C:14]2[CH:19]=[CH:18][C:17]([C:20]3[CH:25]=[CH:24][CH:23]=[C:22]([F:26])[CH:21]=3)=[CH:16][CH:15]=2)[C:10]([F:13])([F:12])[F:11])[N:5]=1. The catalyst class is: 189. (8) Reactant: [O:1]=[C:2]([NH:9][C:10]1[CH:15]=[CH:14][CH:13]=[CH:12][CH:11]=1)[CH2:3][C:4]([O:6]CC)=[O:5].CO[CH:18]=[CH:19][C:20](=O)[CH3:21].[O-]CC.[Na+].O.[OH-].[Li+]. Product: [CH3:18][C:19]1[N:9]([C:10]2[CH:11]=[CH:12][CH:13]=[CH:14][CH:15]=2)[C:2](=[O:1])[C:3]([C:4]([OH:6])=[O:5])=[CH:21][CH:20]=1. The catalyst class is: 24.